The task is: Predict the reactants needed to synthesize the given product.. This data is from Full USPTO retrosynthesis dataset with 1.9M reactions from patents (1976-2016). (1) Given the product [Cl:25][C:20]1[CH:19]=[C:18]([C:4]([CH3:17])([CH2:5][CH2:6][N:7]2[CH2:8][CH2:9][N:10]([S:13]([CH3:16])(=[O:15])=[O:14])[CH2:11][CH2:12]2)[C:3]([OH:26])=[O:2])[CH:23]=[CH:22][C:21]=1[Cl:24], predict the reactants needed to synthesize it. The reactants are: C[O:2][C:3](=[O:26])[C:4]([C:18]1[CH:23]=[CH:22][C:21]([Cl:24])=[C:20]([Cl:25])[CH:19]=1)([CH3:17])[CH2:5][CH2:6][N:7]1[CH2:12][CH2:11][N:10]([S:13]([CH3:16])(=[O:15])=[O:14])[CH2:9][CH2:8]1.O[Li].O.Cl. (2) Given the product [CH:1]1[C:10]2[C:5](=[CH:6][CH:7]=[CH:8][CH:9]=2)[CH:4]=[CH:3][C:2]=1[CH2:11][O:12][CH:13]1[CH:18]([C:19]2[CH:20]=[N:21][C:22]([CH2:25][CH2:26][N:27]3[C:31]4[CH:32]=[CH:33][CH:34]=[CH:35][C:30]=4[S:29][C:28]3=[S:36])=[CH:23][CH:24]=2)[CH2:17][CH2:16][NH:15][CH2:14]1, predict the reactants needed to synthesize it. The reactants are: [CH:1]1[C:10]2[C:5](=[CH:6][CH:7]=[CH:8][CH:9]=2)[CH:4]=[CH:3][C:2]=1[CH2:11][O:12][CH:13]1[CH:18]([C:19]2[CH:20]=[N:21][C:22]([CH2:25][CH2:26][N:27]3[C:31]4[CH:32]=[CH:33][CH:34]=[CH:35][C:30]=4[S:29][C:28]3=[S:36])=[CH:23][CH:24]=2)[CH2:17][CH2:16][N:15](C(OC(C)(C)C)=O)[CH2:14]1. (3) The reactants are: C([N:4]1[C:12]2[C:7](=[CH:8][CH:9]=[C:10]([I:13])[CH:11]=2)[C:6]([CH3:15])([CH3:14])[CH2:5]1)(=O)C.[ClH:16]. Given the product [I:13][C:10]1[CH:11]=[C:12]2[C:7]([C:6]([CH3:15])([CH3:14])[CH2:5][NH:4]2)=[CH:8][CH:9]=1.[ClH:16].[I:13][C:10]1[CH:11]=[C:12]2[C:7]([C:6]([CH3:15])([CH3:14])[CH2:5][NH:4]2)=[CH:8][CH:9]=1, predict the reactants needed to synthesize it.